From a dataset of Reaction yield outcomes from USPTO patents with 853,638 reactions. Predict the reaction yield, written as a fraction of the theoretical maximum amount of product (1.0 means a 100% yield; for example, 0.34 means a 34% yield). (1) The reactants are C(O[C@H:5]1[C@H:10]2[C@H:11]([O:12][CH2:13][C:14]3[CH:19]=[CH:18][CH:17]=[CH:16][CH:15]=3)[C@:7]([CH2:20][O:21][CH2:22][C:23]3[CH:28]=[CH:27][CH:26]=[CH:25][CH:24]=3)([CH2:8][O:9]2)[O:6]1)(=O)C.[C:29]([NH:37][C:38]1[N:46]=[CH:45][N:44]=[C:43]2[C:39]=1[NH:40][CH:41]=[N:42]2)(=[O:36])[C:30]1[CH:35]=[CH:34][CH:33]=[CH:32][CH:31]=1.O([Si](C)(C)C)S(C(F)(F)F)(=O)=O. The catalyst is C(#N)C. The product is [C:29]([NH:37][C:38]1[N:46]=[CH:45][N:44]=[C:43]2[C:39]=1[N:40]=[CH:41][N:42]2[C@@H:5]1[C@H:10]2[C@H:11]([O:12][CH2:13][C:14]3[CH:19]=[CH:18][CH:17]=[CH:16][CH:15]=3)[C@:7]([CH2:20][O:21][CH2:22][C:23]3[CH:28]=[CH:27][CH:26]=[CH:25][CH:24]=3)([CH2:8][O:9]2)[O:6]1)(=[O:36])[C:30]1[CH:35]=[CH:34][CH:33]=[CH:32][CH:31]=1. The yield is 0.450. (2) The reactants are Br[C:2]1[CH:7]=[CH:6][CH:5]=[C:4]([Br:8])[CH:3]=1.[Li][CH2:10][CH2:11][CH2:12]C.[CH2:14]1[CH2:18][O:17][CH2:16][CH2:15]1. No catalyst specified. The product is [Br:8][C:4]1[CH:3]=[C:2]([C:18]2([OH:17])[CH2:14][CH2:15][CH2:16][CH2:12][CH2:11][CH2:10]2)[CH:7]=[CH:6][CH:5]=1. The yield is 0.450.